From a dataset of Catalyst prediction with 721,799 reactions and 888 catalyst types from USPTO. Predict which catalyst facilitates the given reaction. (1) Reactant: [C:1]([C:3]1[CH:8]=[CH:7][C:6]([O:9][CH2:10][C:11](O)=O)=[CH:5][CH:4]=1)#[N:2].C(N1C=CN=C1)(N1C=CN=C1)=O.[CH3:26][N:27]([CH:40]1[CH2:45][CH2:44][N:43]([CH3:46])[CH2:42][CH2:41]1)[S:28]([C:31]1[CH:36]=[CH:35][C:34]([NH:37][CH3:38])=[C:33]([NH2:39])[CH:32]=1)(=[O:30])=[O:29].ClCCl.C(O)C. Product: [CH3:26][N:27]([CH:40]1[CH2:45][CH2:44][N:43]([CH3:46])[CH2:42][CH2:41]1)[S:28]([C:31]1[CH:36]=[CH:35][C:34]2[N:37]([CH3:38])[C:11]([CH2:10][O:9][C:6]3[CH:7]=[CH:8][C:3]([C:1]#[N:2])=[CH:4][CH:5]=3)=[N:39][C:33]=2[CH:32]=1)(=[O:30])=[O:29]. The catalyst class is: 7. (2) Reactant: C(NC(C)C)(C)C.[O:8]=[C:9]1[C:14]2([CH2:19][CH2:18][N:17]([C:20]([O:22][C:23]([CH3:26])([CH3:25])[CH3:24])=[O:21])[CH2:16][CH2:15]2)[CH2:13][CH2:12][CH2:11][NH:10]1.Br[CH2:28][C:29]1[C:37]2[C:32](=[CH:33][CH:34]=[CH:35][CH:36]=2)[N:31]([S:38]([C:41]2[CH:47]=[CH:46][C:44]([CH3:45])=[CH:43][CH:42]=2)(=[O:40])=[O:39])[CH:30]=1. Product: [O:8]=[C:9]1[C:14]2([CH2:15][CH2:16][N:17]([C:20]([O:22][C:23]([CH3:26])([CH3:25])[CH3:24])=[O:21])[CH2:18][CH2:19]2)[CH2:13][CH2:12][CH2:11][N:10]1[CH2:28][C:29]1[C:37]2[C:32](=[CH:33][CH:34]=[CH:35][CH:36]=2)[N:31]([S:38]([C:41]2[CH:42]=[CH:43][C:44]([CH3:45])=[CH:46][CH:47]=2)(=[O:40])=[O:39])[CH:30]=1. The catalyst class is: 1. (3) Reactant: [F:1][C:2]1[CH:3]=[N:4][C:5]([NH:8][C:9]2[S:10][C:11]3[CH2:17][CH2:16][N:15]([CH2:18][CH2:19][N:20]4[CH2:25][CH2:24][N:23]([CH:26]([CH3:28])[CH3:27])[CH2:22][CH2:21]4)[C:14]4=[N:29][N:30](CC5C=CC(OC)=CC=5)[CH:31]=[C:13]4[C:12]=3[N:41]=2)=[N:6][CH:7]=1.C([SiH](C(C)C)C(C)C)(C)C. Product: [F:1][C:2]1[CH:3]=[N:4][C:5]([NH:8][C:9]2[S:10][C:11]3[CH2:17][CH2:16][N:15]([CH2:18][CH2:19][N:20]4[CH2:25][CH2:24][N:23]([CH:26]([CH3:28])[CH3:27])[CH2:22][CH2:21]4)[C:14]4=[N:29][NH:30][CH:31]=[C:13]4[C:12]=3[N:41]=2)=[N:6][CH:7]=1. The catalyst class is: 67. (4) Reactant: Br[CH:2]([CH2:15][CH2:16][CH2:17][CH2:18]Br)[C:3]([O:5][CH:6]([CH3:14])[C:7](=[O:13])[N:8]1[CH2:12][CH2:11][CH2:10][CH2:9]1)=[O:4].[Na+].[I-].C(N(CC)CC)C.[CH2:29]([NH2:36])[C:30]1[CH:35]=[CH:34][CH:33]=[CH:32][CH:31]=1. Product: [CH2:29]([N:36]1[CH2:18][CH2:17][CH2:16][CH2:15][CH:2]1[C:3]([O:5][C@@H:6]([CH3:14])[C:7](=[O:13])[N:8]1[CH2:12][CH2:11][CH2:10][CH2:9]1)=[O:4])[C:30]1[CH:35]=[CH:34][CH:33]=[CH:32][CH:31]=1. The catalyst class is: 7.